Dataset: Experimentally validated miRNA-target interactions with 360,000+ pairs, plus equal number of negative samples. Task: Binary Classification. Given a miRNA mature sequence and a target amino acid sequence, predict their likelihood of interaction. (1) Result: 0 (no interaction). The protein sequence of the target gene is MEANHCSLGVYPSYPDLVIDVGEVTLGEENRKKLQKTQRDQERARVIRAACALLNSGGGVIQMEMANRDERPTEMGLDLEESLRKLIQYPYLQAFFETKQHGRCFYIFVKSWSGDPFLKDGSFNSRICSLSSSLYCRSGTSVLHMNSRQAFDFLKTKERQSKYNLINEGSPPSKIMKAVYQNISESNPAYEVFQTDTIEYGEILSFPESPSIEFKQFSTKHIQQYVENIIPEYISAFANTEGGYLFIGVDDKSRKVLGCAKEQVDPDSLKNVIARAISKLPIVHFCSSKPRVEYSTKIVE.... The miRNA is hsa-miR-6717-5p with sequence AGGCGAUGUGGGGAUGUAGAGA. (2) The miRNA is hsa-miR-27a-3p with sequence UUCACAGUGGCUAAGUUCCGC. The protein sequence of the target gene is MEGLAGYVYKAASEGKVLTLAALLLNRSESDIRYLLGYVSQQGGQRSTPLIIAARNGHAKVVRLLLEHYRVQTQQTGTVRFDGYVIDGATALWCAAGAGHFEVVKLLVSHGANVNHTTVTNSTPLRAACFDGRLDIVKYLVENNANISIANKYDNTCLMIAAYKGHTDVVRYLLEQRADPNAKAHCGATALHFAAEAGHIDIVKELIKWRAAIVVNGHGMTPLKVAAESCKADVVELLLSHADCDRRSRIEALELLGASFANDRENYDIIKTYHYLYLAMLERFQDGDNILEKEVLPPIH.... Result: 1 (interaction).